Dataset: Reaction yield outcomes from USPTO patents with 853,638 reactions. Task: Predict the reaction yield, written as a fraction of the theoretical maximum amount of product (1.0 means a 100% yield; for example, 0.34 means a 34% yield). The reactants are [Br:1][C:2]1[C:10]2[C:5](=[N:6][C:7](SC)=[N:8][CH:9]=2)[NH:4][N:3]=1.ClC1C=C(C=CC=1)C(OO)=O.[CH2:24]([NH2:27])[CH2:25][CH3:26]. The catalyst is C1COCC1. The product is [Br:1][C:2]1[C:10]2[C:5](=[N:6][C:7]([NH:27][CH2:24][CH2:25][CH3:26])=[N:8][CH:9]=2)[NH:4][N:3]=1. The yield is 0.880.